From a dataset of Full USPTO retrosynthesis dataset with 1.9M reactions from patents (1976-2016). Predict the reactants needed to synthesize the given product. (1) The reactants are: Br[C:2]1[CH:13]=[CH:12][C:5]([C:6]([NH:8][CH2:9][CH2:10][CH3:11])=[O:7])=[C:4]([F:14])[CH:3]=1.[NH2:15][C:16]([CH3:21])([CH3:20])[C:17]([OH:19])=[O:18].C([O-])([O-])=O.[K+].[K+].C(C1CCCCC1=O)(=O)C.C(O)(=O)CC(CC(O)=O)(C(O)=O)O. Given the product [CH2:9]([NH:8][C:6]([C:5]1[CH:12]=[CH:13][C:2]([NH:15][C:16]([CH3:21])([CH3:20])[C:17]([OH:19])=[O:18])=[CH:3][C:4]=1[F:14])=[O:7])[CH2:10][CH3:11], predict the reactants needed to synthesize it. (2) Given the product [F:1][C:2]1[C:10]2[C:5](=[CH:6][CH:7]=[C:8]([N+:11]([O-:13])=[O:12])[CH:9]=2)[NH:4][CH:3]=1, predict the reactants needed to synthesize it. The reactants are: [F:1][C:2]1(F)[C:10]2[C:5](=[CH:6][CH:7]=[C:8]([N+:11]([O-:13])=[O:12])[CH:9]=2)[NH:4][C:3]1=O. (3) Given the product [F:1][C:2]1[CH:7]=[C:6]([N+:8]([O-:10])=[O:9])[CH:5]=[CH:4][C:3]=1[N:11]1[CH2:15][CH2:14][CH2:13][CH:12]1[CH:16]=[O:17], predict the reactants needed to synthesize it. The reactants are: [F:1][C:2]1[CH:7]=[C:6]([N+:8]([O-:10])=[O:9])[CH:5]=[CH:4][C:3]=1[N:11]1[CH2:15][CH2:14][CH2:13][CH:12]1[CH2:16][OH:17].CC(OI1(OC(C)=O)(OC(C)=O)OC(=O)C2C=CC=CC1=2)=O.I([O-])(=O)(=O)=O. (4) Given the product [Cl:1][C:2]1[N:7]=[C:6]2[C:8]([C:11]([NH:13][C@H:14]3[CH2:19][CH2:18][CH2:17][CH2:16][C@@H:15]3[OH:20])=[O:12])=[CH:9][N:10]([CH2:22][C:23]3[CH:28]=[CH:27][C:26]([F:29])=[CH:25][CH:24]=3)[C:5]2=[CH:4][CH:3]=1, predict the reactants needed to synthesize it. The reactants are: [Cl:1][C:2]1[N:7]=[C:6]2[C:8]([C:11]([NH:13][C@H:14]3[CH2:19][CH2:18][CH2:17][CH2:16][C@@H:15]3[OH:20])=[O:12])=[CH:9][NH:10][C:5]2=[CH:4][CH:3]=1.Br[CH2:22][C:23]1[CH:28]=[CH:27][C:26]([F:29])=[CH:25][CH:24]=1.C(=O)([O-])[O-].[Cs+].[Cs+]. (5) Given the product [CH2:15]([C@H:22]1[CH2:26][O:25][C:24](=[O:27])[N:23]1[C:28](=[O:37])[C@H:29]([CH2:30][CH:31]1[CH2:32][CH2:33][CH2:34][CH2:35][CH2:36]1)[CH2:13][CH:12]=[CH2:11])[C:16]1[CH:17]=[CH:18][CH:19]=[CH:20][CH:21]=1, predict the reactants needed to synthesize it. The reactants are: C[Si](N[Si](C)(C)C)(C)C.[Li][CH2:11][CH2:12][CH2:13]C.[CH2:15]([CH:22]1[CH2:26][O:25][C:24](=[O:27])[N:23]1[C:28](=[O:37])[CH2:29][CH2:30][CH:31]1[CH2:36][CH2:35][CH2:34][CH2:33][CH2:32]1)[C:16]1[CH:21]=[CH:20][CH:19]=[CH:18][CH:17]=1.C(Br)C=C. (6) Given the product [N:1]1[CH:19]=[CH:20][N:7]2[C:2]=1[CH:3]=[C:4]([C:8]1[CH:9]=[C:10]([CH:15]=[CH:16][CH:17]=1)[C:11]([O:13][CH3:14])=[O:12])[CH:5]=[N:6]2, predict the reactants needed to synthesize it. The reactants are: [NH2:1][C:2]1[N:7]=[N:6][CH:5]=[C:4]([C:8]2[CH:9]=[C:10]([CH:15]=[CH:16][CH:17]=2)[C:11]([O:13][CH3:14])=[O:12])[CH:3]=1.Cl[CH2:19][CH:20]=O.